Dataset: Forward reaction prediction with 1.9M reactions from USPTO patents (1976-2016). Task: Predict the product of the given reaction. (1) Given the reactants N1C=NN=N1.[N:6]1[CH:11]=[CH:10][C:9]([C:12]2[N:13]=[C:14]([NH:17][C:18]3[CH:19]=[C:20]([OH:24])[CH:21]=[CH:22][CH:23]=3)[S:15][CH:16]=2)=[CH:8][CH:7]=1.C(N(C(C)C)[P:29]([O:35][C:36]([CH3:39])([CH3:38])[CH3:37])[O:30][C:31]([CH3:34])([CH3:33])[CH3:32])(C)C.C1C=C(Cl)C=C(C(OO)=[O:51])C=1.OS([O-])=O.[Na+], predict the reaction product. The product is: [P:29]([O:24][C:20]1[CH:21]=[CH:22][CH:23]=[C:18]([NH:17][C:14]2[S:15][CH:16]=[C:12]([C:9]3[CH:8]=[CH:7][N:6]=[CH:11][CH:10]=3)[N:13]=2)[CH:19]=1)([O:30][C:31]([CH3:32])([CH3:33])[CH3:34])([O:35][C:36]([CH3:37])([CH3:38])[CH3:39])=[O:51]. (2) Given the reactants [CH3:1][O:2][C:3]1[CH:8]=[CH:7][C:6]([C:9]2[CH:10]=[C:11]3[N:17]=[C:16]([CH2:18][CH2:19][CH:20]4[NH:26][C:25](=O)[CH2:24][CH2:23][CH2:22][CH2:21]4)[NH:15][C:12]3=[N:13][CH:14]=2)=[CH:5][CH:4]=1.COC1C=CC(P2(SP(C3C=CC(OC)=CC=3)(=S)S2)=[S:37])=CC=1, predict the reaction product. The product is: [CH3:1][O:2][C:3]1[CH:8]=[CH:7][C:6]([C:9]2[CH:10]=[C:11]3[N:17]=[C:16]([CH2:18][CH2:19][CH:20]4[NH:26][C:25](=[S:37])[CH2:24][CH2:23][CH2:22][CH2:21]4)[NH:15][C:12]3=[N:13][CH:14]=2)=[CH:5][CH:4]=1. (3) Given the reactants [F:1][C:2]1[CH:7]=[CH:6][C:5]([S:8]([N:11]2[C:15]([C:16]3[CH:21]=[CH:20][CH:19]=[CH:18][CH:17]=3)=[C:14]([CH3:22])[C:13]([C:23](OC)=[O:24])=[CH:12]2)(=[O:10])=[O:9])=[CH:4][CH:3]=1.[H-].C([Al+]CC(C)C)C(C)C.Cl, predict the reaction product. The product is: [F:1][C:2]1[CH:3]=[CH:4][C:5]([S:8]([N:11]2[C:15]([C:16]3[CH:21]=[CH:20][CH:19]=[CH:18][CH:17]=3)=[C:14]([CH3:22])[C:13]([CH:23]=[O:24])=[CH:12]2)(=[O:9])=[O:10])=[CH:6][CH:7]=1. (4) Given the reactants [N+:1]([C:4]1[CH:9]=[CH:8][CH:7]=[CH:6][C:5]=1[OH:10])([O-:3])=[O:2].[CH3:11][C:12]([CH3:14])=O.ICC=C.C(=O)([O-])[O-].[K+].[K+], predict the reaction product. The product is: [CH2:14]([O:10][C:5]1[CH:6]=[CH:7][CH:8]=[CH:9][C:4]=1[N+:1]([O-:3])=[O:2])[CH:12]=[CH2:11].